This data is from hERG Central: cardiac toxicity at 1µM, 10µM, and general inhibition. The task is: Predict hERG channel inhibition at various concentrations. (1) The compound is CCN1CCN(CCNC(=O)c2cc(Cl)c(NC(=O)C3=C(C)OCCS3)cc2OC)CC1. Results: hERG_inhib (hERG inhibition (general)): blocker. (2) The drug is CN(C)S(=O)(=O)c1cccc(NC(=O)c2cc([N+](=O)[O-])ccc2N2CCCCC2)c1. Results: hERG_inhib (hERG inhibition (general)): blocker. (3) The molecule is CN(CC(=O)Nc1ccccc1Cl)C(=O)COC(=O)CNC(=O)c1ccc(Br)o1. Results: hERG_inhib (hERG inhibition (general)): blocker. (4) The compound is Cc1ccc(C(c2nnnn2Cc2cccs2)N2CCN(C(=O)c3ccco3)CC2)cc1. Results: hERG_inhib (hERG inhibition (general)): blocker. (5) The drug is CC(C(=O)OCC(=O)Nc1cccc(S(=O)(=O)N2CCOCC2)c1)N1C(=O)c2ccccc2C1=O. Results: hERG_inhib (hERG inhibition (general)): blocker. (6) The molecule is CCOC(=O)CN(C(=O)CSc1nnc(Cc2ccccc2)n1-c1ccc(C)cc1)c1ccccc1. Results: hERG_inhib (hERG inhibition (general)): blocker.